This data is from Full USPTO retrosynthesis dataset with 1.9M reactions from patents (1976-2016). The task is: Predict the reactants needed to synthesize the given product. Given the product [CH2:23]([O:22][C:21]([NH:20][C:16]1[C:15]([CH3:31])=[C:14]([C:3]2[C:4]3[C:12]4[C:7](=[CH:8][C:9]([Br:13])=[CH:10][CH:11]=4)[NH:6][C:5]=3[C:33]([C:34]([O:36][CH2:37][CH3:38])=[O:35])=[N:1][CH:2]=2)[CH:19]=[CH:18][CH:17]=1)=[O:30])[C:24]1[CH:25]=[CH:26][CH:27]=[CH:28][CH:29]=1, predict the reactants needed to synthesize it. The reactants are: [NH2:1][CH2:2][CH:3]([C:14]1[C:15]([CH3:31])=[C:16]([NH:20][C:21](=[O:30])[O:22][CH2:23][C:24]2[CH:29]=[CH:28][CH:27]=[CH:26][CH:25]=2)[CH:17]=[CH:18][CH:19]=1)[C:4]1[C:12]2[C:7](=[CH:8][C:9]([Br:13])=[CH:10][CH:11]=2)[NH:6][CH:5]=1.O=[CH:33][C:34]([O:36][CH2:37][CH3:38])=[O:35].C1(C)C=CC=CC=1.Cl.O1CCOCC1.